Dataset: Forward reaction prediction with 1.9M reactions from USPTO patents (1976-2016). Task: Predict the product of the given reaction. (1) Given the reactants C([O:3][C:4](=[O:36])[C:5]1[CH:10]=[C:9]([F:11])[CH:8]=[C:7]([N:12]([CH:17]2[CH2:20][N:19]([CH:21]([C:29]3[CH:34]=[CH:33][C:32]([Cl:35])=[CH:31][CH:30]=3)[C:22]3[CH:27]=[CH:26][C:25]([Cl:28])=[CH:24][CH:23]=3)[CH2:18]2)[S:13]([CH3:16])(=[O:15])=[O:14])[CH:6]=1)C.O1CCCC1.[OH-].[Li+].P([O-])([O-])(O)=O.[Na+].[Na+], predict the reaction product. The product is: [Cl:28][C:25]1[CH:24]=[CH:23][C:22]([CH:21]([C:29]2[CH:30]=[CH:31][C:32]([Cl:35])=[CH:33][CH:34]=2)[N:19]2[CH2:18][CH:17]([N:12]([S:13]([CH3:16])(=[O:14])=[O:15])[C:7]3[CH:6]=[C:5]([CH:10]=[C:9]([F:11])[CH:8]=3)[C:4]([OH:36])=[O:3])[CH2:20]2)=[CH:27][CH:26]=1. (2) Given the reactants [O:1]=[C:2]1[N:6]([NH:7][S:8]([CH3:11])(=[O:10])=[O:9])[C:5](=[O:12])[CH2:4][S:3]1.[Cl:13][C:14]1[CH:32]=[CH:31][C:17]([CH2:18][N:19]2[C:27]3[C:22](=[CH:23][C:24]([CH:28]=O)=[CH:25][CH:26]=3)[C:21]([F:30])=[N:20]2)=[C:16]([C:33]([F:36])([F:35])[F:34])[CH:15]=1.C(CN)O, predict the reaction product. The product is: [Cl:13][C:14]1[CH:32]=[CH:31][C:17]([CH2:18][N:19]2[C:27]3[C:22](=[CH:23][C:24](/[CH:28]=[C:4]4/[C:5](=[O:12])[N:6]([NH:7][S:8]([CH3:11])(=[O:10])=[O:9])[C:2](=[O:1])[S:3]/4)=[CH:25][CH:26]=3)[C:21]([F:30])=[N:20]2)=[C:16]([C:33]([F:36])([F:35])[F:34])[CH:15]=1. (3) Given the reactants Br[CH2:2]/[CH:3]=[CH:4]/[C:5]([NH:7][C:8]1[CH:39]=[CH:38][C:11]([C:12]([NH:14][C@H:15]2[CH2:20][CH2:19][CH2:18][C@@H:17]([NH:21][C:22]3[N:27]=[C:26]([C:28]4[C:36]5[C:31](=[CH:32][CH:33]=[CH:34][CH:35]=5)[NH:30][CH:29]=4)[C:25]([Cl:37])=[CH:24][N:23]=3)[CH2:16]2)=[O:13])=[CH:10][CH:9]=1)=[O:6].CCN(C(C)C)C(C)C.[NH:49]1[CH2:54][CH2:53][O:52][CH2:51][CH2:50]1, predict the reaction product. The product is: [Cl:37][C:25]1[C:26]([C:28]2[C:36]3[C:31](=[CH:32][CH:33]=[CH:34][CH:35]=3)[NH:30][CH:29]=2)=[N:27][C:22]([NH:21][C@@H:17]2[CH2:18][CH2:19][CH2:20][C@H:15]([NH:14][C:12](=[O:13])[C:11]3[CH:38]=[CH:39][C:8]([NH:7][C:5](=[O:6])/[CH:4]=[CH:3]/[CH2:2][N:49]4[CH2:54][CH2:53][O:52][CH2:51][CH2:50]4)=[CH:9][CH:10]=3)[CH2:16]2)=[N:23][CH:24]=1. (4) Given the reactants [C:1]([O:5][C:6]([N:8]1[C:12]2[CH:13]=[CH:14][CH:15]=[CH:16][C:11]=2[N:10]=[C:9]1[CH2:17][NH:18][CH:19]1[C:28]2[N:27]=[CH:26][CH:25]=[CH:24][C:23]=2[CH2:22][CH2:21][CH2:20]1)=[O:7])([CH3:4])([CH3:3])[CH3:2].[C:29]([O:33][C:34](=[O:39])[NH:35][CH2:36][CH:37]=O)([CH3:32])([CH3:31])[CH3:30].C(O[BH-](OC(=O)C)OC(=O)C)(=O)C.[Na+].C([O-])(O)=O.[Na+], predict the reaction product. The product is: [C:1]([O:5][C:6]([N:8]1[C:12]2[CH:13]=[CH:14][CH:15]=[CH:16][C:11]=2[N:10]=[C:9]1[CH2:17][N:18]([CH2:37][CH2:36][NH:35][C:34]([O:33][C:29]([CH3:32])([CH3:31])[CH3:30])=[O:39])[CH:19]1[C:28]2[N:27]=[CH:26][CH:25]=[CH:24][C:23]=2[CH2:22][CH2:21][CH2:20]1)=[O:7])([CH3:4])([CH3:2])[CH3:3]. (5) The product is: [CH3:29][N:25]1[CH2:26][CH2:27][N:1]([C:2]2[CH:3]=[CH:4][CH:5]=[C:6]3[C:11]=2[N:10]=[CH:9][C:8]([S:12]([C:15]2[CH:16]=[CH:17][CH:18]=[CH:19][CH:20]=2)(=[O:14])=[O:13])=[CH:7]3)[CH2:23][CH2:24]1. Given the reactants [NH2:1][C:2]1[CH:3]=[CH:4][CH:5]=[C:6]2[C:11]=1[N:10]=[CH:9][C:8]([S:12]([C:15]1[CH:20]=[CH:19][CH:18]=[CH:17][CH:16]=1)(=[O:14])=[O:13])=[CH:7]2.Cl.Cl[CH2:23][CH2:24][NH:25][CH2:26][CH2:27]Cl.[C:29](=O)([O-])[O-].[Na+].[Na+].C(=O)(O)[O-].[Na+].S([O-])([O-])(=O)=S.[Na+].[Na+], predict the reaction product. (6) Given the reactants [F:1][C:2]1[CH:3]=[C:4]2[C:8](=[CH:9][CH:10]=1)[NH:7][C:6](=[O:11])/[C:5]/2=[CH:12]\[C:13]1[NH:17][C:16]([CH3:18])=[C:15]([NH:19][C:20](=[O:24])[CH2:21][CH2:22]Br)[C:14]=1[CH3:25].[CH2:26]([N:28]1[CH2:33][CH2:32][NH:31][CH2:30][CH2:29]1)[CH3:27].C(OCC)(=O)C, predict the reaction product. The product is: [F:1][C:2]1[CH:3]=[C:4]2[C:8](=[CH:9][CH:10]=1)[NH:7][C:6](=[O:11])/[C:5]/2=[CH:12]\[C:13]1[NH:17][C:16]([CH3:18])=[C:15]([NH:19][C:20](=[O:24])[CH2:21][CH2:22][N:31]2[CH2:32][CH2:33][N:28]([CH2:26][CH3:27])[CH2:29][CH2:30]2)[C:14]=1[CH3:25]. (7) Given the reactants [CH2:1]([C:3]1[N:7]([C:8]2[N:16]=[C:15]3[C:11]([N:12]=[C:13]([C:18]4([O:24][CH3:25])[CH2:23][CH2:22][NH:21][CH2:20][CH2:19]4)[N:14]3[CH3:17])=[C:10]([N:26]3[CH2:31][CH2:30][O:29][CH2:28][CH2:27]3)[N:9]=2)[C:6]2[CH:32]=[CH:33][CH:34]=[CH:35][C:5]=2[N:4]=1)[CH3:2].[OH:36][CH2:37][C:38](O)=[O:39].C1C=CC2N(O)N=NC=2C=1.CN1CCOCC1.CCN=C=NCCCN(C)C, predict the reaction product. The product is: [CH2:1]([C:3]1[N:7]([C:8]2[N:16]=[C:15]3[C:11]([N:12]=[C:13]([C:18]4([O:24][CH3:25])[CH2:23][CH2:22][N:21]([C:37](=[O:36])[CH2:38][OH:39])[CH2:20][CH2:19]4)[N:14]3[CH3:17])=[C:10]([N:26]3[CH2:27][CH2:28][O:29][CH2:30][CH2:31]3)[N:9]=2)[C:6]2[CH:32]=[CH:33][CH:34]=[CH:35][C:5]=2[N:4]=1)[CH3:2]. (8) Given the reactants Br.[NH:2]([C:4]1[NH:5][CH2:6][CH2:7][N:8]=1)[NH2:3].[OH:9][C:10]1[CH:17]=[C:16]([OH:18])[C:15]([OH:19])=[CH:14][C:11]=1[CH:12]=O, predict the reaction product. The product is: [NH:8]1[CH2:7][CH2:6][N:5]=[C:4]1[NH:2][N:3]=[CH:12][C:11]1[CH:14]=[C:15]([OH:19])[C:16]([OH:18])=[CH:17][C:10]=1[OH:9]. (9) Given the reactants P(Cl)(Cl)([Cl:3])=O.[NH2:6][C:7]1[CH:8]=[C:9]2[C:14](=[CH:15][C:16]=1[Cl:17])[C:13](=O)[NH:12][CH:11]=[CH:10]2.[OH-].[Na+], predict the reaction product. The product is: [Cl:3][C:13]1[C:14]2[C:9](=[CH:8][C:7]([NH2:6])=[C:16]([Cl:17])[CH:15]=2)[CH:10]=[CH:11][N:12]=1.